Dataset: Reaction yield outcomes from USPTO patents with 853,638 reactions. Task: Predict the reaction yield, written as a fraction of the theoretical maximum amount of product (1.0 means a 100% yield; for example, 0.34 means a 34% yield). (1) The reactants are [F:1][C:2]1[CH:3]=[C:4]([N:8]2[CH2:12][C@H:11]([CH2:13][OH:14])[O:10][C:9]2=[O:15])[CH:5]=[CH:6][CH:7]=1.[I:16]N1C(=O)CCC1=O. The catalyst is FC(F)(F)C(O)=O. The product is [F:1][C:2]1[CH:3]=[C:4]([N:8]2[CH2:12][C@H:11]([CH2:13][OH:14])[O:10][C:9]2=[O:15])[CH:5]=[CH:6][C:7]=1[I:16]. The yield is 0.880. (2) The reactants are [CH3:1][Si:2]([CH3:17])([CH3:16])[CH2:3][CH2:4][O:5][CH2:6][N:7]1[CH:11]=[C:10]([C:12]([O:14][CH3:15])=[O:13])[N:9]=[CH:8]1.[Br:18]N1C(=O)CCC1=O.CC(N=NC(C#N)(C)C)(C#N)C. The yield is 0.430. The catalyst is C(Cl)(Cl)(Cl)Cl.CCOC(C)=O. The product is [Br:18][C:8]1[N:7]([CH2:6][O:5][CH2:4][CH2:3][Si:2]([CH3:16])([CH3:17])[CH3:1])[CH:11]=[C:10]([C:12]([O:14][CH3:15])=[O:13])[N:9]=1. (3) The product is [C:1]([C:3]1[CH:4]=[C:5]([CH:10]=[C:11]([CH2:13][CH3:14])[CH:12]=1)[C:6]([OH:8])=[O:7])#[N:2]. The reactants are [C:1]([C:3]1[CH:4]=[C:5]([CH:10]=[C:11]([CH2:13][CH3:14])[CH:12]=1)[C:6]([O:8]C)=[O:7])#[N:2].[Li+].[OH-]. The catalyst is C1COCC1.O. The yield is 0.800. (4) The reactants are CS(O)(=O)=O.[NH2:6][CH2:7][C:8]1[CH:9]=[C:10]2[C:14](=[CH:15][CH:16]=1)[C:13](=[O:17])[N:12]([CH:18]1[CH2:23][CH2:22][C:21](=[O:24])[NH:20][C:19]1=[O:25])[CH2:11]2.C1N=CN([C:31](N2C=NC=C2)=[O:32])C=1.[C:38]([O:42][C:43]([N:45]1[CH2:50][CH2:49][CH:48]([NH2:51])[CH2:47][CH2:46]1)=[O:44])([CH3:41])([CH3:40])[CH3:39]. The catalyst is CN(C=O)C. The product is [C:38]([O:42][C:43]([N:45]1[CH2:50][CH2:49][CH:48]([NH:51][C:31]([NH:6][CH2:7][C:8]2[CH:9]=[C:10]3[C:14](=[CH:15][CH:16]=2)[C:13](=[O:17])[N:12]([CH:18]2[CH2:23][CH2:22][C:21](=[O:24])[NH:20][C:19]2=[O:25])[CH2:11]3)=[O:32])[CH2:47][CH2:46]1)=[O:44])([CH3:41])([CH3:39])[CH3:40]. The yield is 0.270.